Task: Predict the product of the given reaction.. Dataset: Forward reaction prediction with 1.9M reactions from USPTO patents (1976-2016) (1) Given the reactants [Cl:1][C:2]1[C:3]([F:30])=[C:4]([C:7]([O:28][CH3:29])=[C:8]([CH:10]([NH:12][C:13]2[N:21]=[CH:20][N:19]=[C:18]3[C:14]=2[N:15]=[CH:16][N:17]3C2CCCCO2)[CH3:11])[CH:9]=1)[CH:5]=O.C(O[BH-](OC(=O)C)OC(=O)C)(=O)C.[Na+].C(O)(=O)C.[NH:49]1[CH2:54][CH2:53][O:52][CH2:51][CH2:50]1.C([BH3-])#N.[Na+].FC(F)(F)C(O)=O.C1COCC1.Cl.O, predict the reaction product. The product is: [Cl:1][C:2]1[C:3]([F:30])=[C:4]([CH2:5][N:49]2[CH2:54][CH2:53][O:52][CH2:51][CH2:50]2)[C:7]([O:28][CH3:29])=[C:8]([CH:10]([NH:12][C:13]2[N:21]=[CH:20][N:19]=[C:18]3[C:14]=2[N:15]=[CH:16][NH:17]3)[CH3:11])[CH:9]=1. (2) The product is: [NH:34]1[C:35]2[C:40](=[CH:39][CH:38]=[CH:37][CH:36]=2)[C:32]([C:29]2[CH2:30][CH2:31][N:26]([CH2:12][CH:13]3[O:25][C:17]4=[C:18]5[C:22](=[CH:23][CH:24]=[C:16]4[O:15][CH2:14]3)[NH:21][CH:20]=[CH:19]5)[CH2:27][CH:28]=2)=[CH:33]1. Given the reactants CC1C=CC(S(O[CH2:12][C@@H:13]2[O:25][C:17]3=[C:18]4[C:22](=[CH:23][CH:24]=[C:16]3[O:15][CH2:14]2)[NH:21][CH:20]=[CH:19]4)(=O)=O)=CC=1.[NH:26]1[CH2:31][CH:30]=[C:29]([C:32]2[C:40]3[C:35](=[CH:36][CH:37]=[CH:38][CH:39]=3)[NH:34][CH:33]=2)[CH2:28][CH2:27]1, predict the reaction product. (3) Given the reactants [NH2:1][C:2]1[C:3]([CH3:19])=[C:4]2[C:9](=[CH:10][C:11]=1[C:12]([OH:14])=[O:13])[N:8]=[C:7]([C:15]([F:18])([F:17])[F:16])[CH:6]=[CH:5]2.[Cl:20][C:21]1[C:22]([N:27]2[C:31]([C:32](O)=O)=[CH:30][C:29]([C:35]([F:38])([F:37])[F:36])=[N:28]2)=[N:23][CH:24]=[CH:25][CH:26]=1.N1C=CC=CC=1.CS(Cl)(=O)=O, predict the reaction product. The product is: [Cl:20][C:21]1[C:22]([N:27]2[C:31]([C:32]3[O:13][C:12](=[O:14])[C:11]4[C:2](=[C:3]([CH3:19])[C:4]5[C:9]([CH:10]=4)=[N:8][C:7]([C:15]([F:18])([F:16])[F:17])=[CH:6][CH:5]=5)[N:1]=3)=[CH:30][C:29]([C:35]([F:38])([F:36])[F:37])=[N:28]2)=[N:23][CH:24]=[CH:25][CH:26]=1. (4) Given the reactants [Br:1][C:2]1[N:3]=[C:4]([CH:14]2[CH2:19][CH2:18][N:17]([C:20]([O:22][C:23]([CH3:26])([CH3:25])[CH3:24])=[O:21])[CH2:16][CH2:15]2)[N:5]([CH2:7][CH2:8]OS(C)(=O)=O)[CH:6]=1.CN(C)C=O.[NH:32]1[CH2:36][CH2:35][CH2:34][CH2:33]1, predict the reaction product. The product is: [Br:1][C:2]1[N:3]=[C:4]([CH:14]2[CH2:19][CH2:18][N:17]([C:20]([O:22][C:23]([CH3:26])([CH3:25])[CH3:24])=[O:21])[CH2:16][CH2:15]2)[N:5]([CH2:7][CH2:8][N:32]2[CH2:36][CH2:35][CH2:34][CH2:33]2)[CH:6]=1. (5) The product is: [S:1]1[CH:5]=[CH:4][C:3]2[CH:6]=[C:7]([CH:10]3[C:19]4[C:14](=[CH:15][C:16]([C:20]5[N:21]=[N:22][CH:23]=[CH:24][CH:25]=5)=[CH:17][CH:18]=4)[CH2:13][N:12]([CH3:27])[CH2:11]3)[CH:8]=[CH:9][C:2]1=2. Given the reactants [S:1]1[CH:5]=[CH:4][C:3]2[CH:6]=[C:7]([CH:10]3[C:19]4[C:14](=[CH:15][C:16]([C:20]5[N:21]=[N:22][C:23](Cl)=[CH:24][CH:25]=5)=[CH:17][CH:18]=4)[CH2:13][N:12]([CH3:27])[CH2:11]3)[CH:8]=[CH:9][C:2]1=2.O.NN, predict the reaction product. (6) Given the reactants [C:1]([N:8]1[CH2:12][CH2:11][C:10](=[O:13])[CH2:9]1)([O:3][C:4]([CH3:7])([CH3:6])[CH3:5])=[O:2].CO[CH:16](OC)[N:17]([CH3:19])[CH3:18], predict the reaction product. The product is: [C:4]([O:3][C:1]([N:8]1[CH2:9][C:10](=[O:13])/[C:11](=[CH:16]\[N:17]([CH3:19])[CH3:18])/[CH2:12]1)=[O:2])([CH3:7])([CH3:6])[CH3:5].